Dataset: Reaction yield outcomes from USPTO patents with 853,638 reactions. Task: Predict the reaction yield, written as a fraction of the theoretical maximum amount of product (1.0 means a 100% yield; for example, 0.34 means a 34% yield). (1) The reactants are [NH2:1][C:2]1[CH:3]=[C:4]2[C:9](=[CH:10][CH:11]=1)[N:8]([CH3:12])[C:7](=[O:13])[CH:6]=[C:5]2[C:14]([F:17])([F:16])[F:15].[C:18]1([N:24]=[C:25]=[O:26])[CH:23]=[CH:22][CH:21]=[CH:20][CH:19]=1.N1C=CC=CC=1. The catalyst is CN(C=O)C. The product is [CH3:12][N:8]1[C:9]2[C:4](=[CH:3][C:2]([NH:1][C:25]([NH:24][C:18]3[CH:23]=[CH:22][CH:21]=[CH:20][CH:19]=3)=[O:26])=[CH:11][CH:10]=2)[C:5]([C:14]([F:17])([F:15])[F:16])=[CH:6][C:7]1=[O:13]. The yield is 0.800. (2) The reactants are [F:1][C:2]([F:10])([F:9])[C:3](=[O:8])[CH2:4][C:5](=[O:7])[CH3:6].[NH2:11][C:12]([NH2:14])=[O:13].[CH:15](OCC)(OCC)OCC.CO[Na].Cl. The catalyst is C(O)C. The product is [C:5](/[C:4](/[C:3](=[O:8])[C:2]([F:10])([F:9])[F:1])=[CH:15]\[NH:11][C:12]([NH2:14])=[O:13])(=[O:7])[CH3:6]. The yield is 0.673. (3) The reactants are [CH3:1][O:2][C:3]1[CH:8]=[CH:7][C:6]([C:9]2[CH:17]=[CH:16][CH:15]=[C:14]3[C:10]=2[CH2:11][C:12](=[O:18])[NH:13]3)=[CH:5][CH:4]=1.[CH3:19][N:20]([CH3:36])[C@@H:21]1[CH2:25][CH2:24][N:23]([C:26]([C:28]2[CH:32]=[C:31]([CH3:33])[NH:30][C:29]=2[CH:34]=O)=[O:27])[CH2:22]1. The catalyst is C(O)C.N1CCCCC1. The product is [CH3:19][N:20]([CH3:36])[C@@H:21]1[CH2:25][CH2:24][N:23]([C:26]([C:28]2[CH:32]=[C:31]([CH3:33])[NH:30][C:29]=2[CH:34]=[C:11]2[C:10]3[C:14](=[CH:15][CH:16]=[CH:17][C:9]=3[C:6]3[CH:7]=[CH:8][C:3]([O:2][CH3:1])=[CH:4][CH:5]=3)[NH:13][C:12]2=[O:18])=[O:27])[CH2:22]1. The yield is 0.810. (4) The reactants are [NH2:1][C:2]1[N:7]=[C:6]([N:8]2[CH2:13][CH2:12][N:11]([C:14](=[O:24])[CH2:15][O:16][C:17]3[CH:22]=[CH:21][C:20]([Cl:23])=[CH:19][CH:18]=3)[CH2:10][CH2:9]2)[C:5]([NH2:25])=[C:4]([NH2:26])[N:3]=1.[F:27][C:28]1[CH:35]=[CH:34][C:31]([CH:32]=O)=[CH:30][CH:29]=1. No catalyst specified. The product is [NH2:1][C:2]1[N:3]=[C:4]2[C:5]([N:25]=[C:32]([C:31]3[CH:34]=[CH:35][C:28]([F:27])=[CH:29][CH:30]=3)[NH:26]2)=[C:6]([N:8]2[CH2:9][CH2:10][N:11]([C:14](=[O:24])[CH2:15][O:16][C:17]3[CH:18]=[CH:19][C:20]([Cl:23])=[CH:21][CH:22]=3)[CH2:12][CH2:13]2)[N:7]=1. The yield is 0.830. (5) The reactants are N1CCCCC1.[CH3:7][O:8][C:9]1[CH:10]=[C:11]([CH:14]=[CH:15][C:16]=1[O:17][CH2:18][CH2:19][C:20]#[C:21][CH2:22][CH3:23])[CH:12]=O.C([CH2:27][C:28]([NH:30][C:31]1[CH:39]=[CH:38][CH:37]=[CH:36][C:32]=1[C:33]([OH:35])=[O:34])=[O:29])(O)=O.Cl. The catalyst is C1(C)C=CC=CC=1. The product is [CH2:18]([O:17][C:16]1[CH:15]=[CH:14][C:11](/[CH:12]=[CH:27]/[C:28]([NH:30][C:31]2[CH:39]=[CH:38][CH:37]=[CH:36][C:32]=2[C:33]([OH:35])=[O:34])=[O:29])=[CH:10][C:9]=1[O:8][CH3:7])[CH2:19][C:20]#[C:21][CH2:22][CH3:23]. The yield is 0.650. (6) The reactants are [CH2:1]([N:3](CC)CC)C.CN.Cl[C:11]1[CH:27]=[CH:26][C:14]([C:15]([NH:17][C:18]2[CH:23]=[CH:22][C:21]([O:24][CH3:25])=[CH:20][CH:19]=2)=[O:16])=[CH:13][N:12]=1. The catalyst is CO. The product is [CH3:1][NH:3][C:11]1[CH:27]=[CH:26][C:14]([C:15]([NH:17][C:18]2[CH:23]=[CH:22][C:21]([O:24][CH3:25])=[CH:20][CH:19]=2)=[O:16])=[CH:13][N:12]=1. The yield is 0.900.